Dataset: Forward reaction prediction with 1.9M reactions from USPTO patents (1976-2016). Task: Predict the product of the given reaction. (1) Given the reactants Cl.[CH:2]12[O:10][CH:6]([CH2:7][NH:8][CH2:9]1)[CH2:5][N:4]([C:11]([O:13][C:14]([CH3:17])([CH3:16])[CH3:15])=[O:12])[CH2:3]2.C([O-])([O-])=O.[K+].[K+].Cl[CH2:25][C:26](=[O:31])[C:27]([CH3:30])([CH3:29])[CH3:28], predict the reaction product. The product is: [CH3:28][C:27]([CH3:30])([CH3:29])[C:26](=[O:31])[CH2:25][N:8]1[CH2:7][CH:6]2[O:10][CH:2]([CH2:3][N:4]([C:11]([O:13][C:14]([CH3:17])([CH3:16])[CH3:15])=[O:12])[CH2:5]2)[CH2:9]1. (2) The product is: [CH3:10][O:11][C:12]1[C:13]([C:3]2[C:2]([Cl:1])=[CH:7][CH:6]=[CH:5][C:4]=2[Cl:8])=[CH:14][CH:15]=[CH:16][CH:17]=1. Given the reactants [Cl:1][C:2]1[CH:7]=[CH:6][CH:5]=[C:4]([Cl:8])[C:3]=1Br.[CH3:10][O:11][C:12]1[CH:17]=[CH:16][CH:15]=[CH:14][C:13]=1B(O)O.C(=O)([O-])[O-].[K+].[K+], predict the reaction product. (3) Given the reactants [NH2:1][C:2]([C:6]1[CH:11]=[CH:10][C:9]([O:12][C:13]2[CH:18]=[CH:17][CH:16]=[CH:15][CH:14]=2)=[CH:8][CH:7]=1)=[CH:3][C:4]#[N:5].[Br:19][C:20]1[CH:21]=[C:22]([C:26](=O)[CH2:27][C:28](OCC)=[O:29])[CH:23]=[CH:24][CH:25]=1, predict the reaction product. The product is: [Br:19][C:20]1[CH:21]=[C:22]([C:26]2[NH:1][C:2]([C:6]3[CH:11]=[CH:10][C:9]([O:12][C:13]4[CH:18]=[CH:17][CH:16]=[CH:15][CH:14]=4)=[CH:8][CH:7]=3)=[C:3]([C:4]#[N:5])[C:28](=[O:29])[CH:27]=2)[CH:23]=[CH:24][CH:25]=1. (4) Given the reactants C(OC([NH:8][C@@H:9]([C:22]([N:24]1[CH2:29][CH2:28][CH:27]([N:30]2[N:39]=[C:38]([C:40]3[CH:45]=[CH:44][C:43]([O:46][CH3:47])=[C:42]([O:48][CH3:49])[CH:41]=3)[C@@H:37]3[C@@H:32]([CH2:33][CH2:34][CH2:35][CH2:36]3)[C:31]2=[O:50])[CH2:26][CH2:25]1)=[O:23])[CH2:10][CH2:11][C:12]([O:14][CH2:15][C:16]1[CH:21]=[CH:20][CH:19]=[CH:18][CH:17]=1)=[O:13])=O)(C)(C)C.FC(F)(F)C(O)=O.C(=O)(O)[O-].[Na+], predict the reaction product. The product is: [NH2:8][C@@H:9]([C:22]([N:24]1[CH2:25][CH2:26][CH:27]([N:30]2[N:39]=[C:38]([C:40]3[CH:45]=[CH:44][C:43]([O:46][CH3:47])=[C:42]([O:48][CH3:49])[CH:41]=3)[C@@H:37]3[C@@H:32]([CH2:33][CH2:34][CH2:35][CH2:36]3)[C:31]2=[O:50])[CH2:28][CH2:29]1)=[O:23])[CH2:10][CH2:11][C:12]([O:14][CH2:15][C:16]1[CH:21]=[CH:20][CH:19]=[CH:18][CH:17]=1)=[O:13]. (5) Given the reactants CS([C:4]1[N:9]=[CH:8][C:7]2=[CH:10][CH:11]=[C:12]([C:13]3[CH:18]=[CH:17][CH:16]=[CH:15][C:14]=3[O:19][CH3:20])[N:6]2[N:5]=1)=O.[CH3:21][O:22][C:23]1[CH:28]=[C:27]([N:29]2[CH2:35][CH2:34][CH2:33][N:32]([CH:36]3[CH2:41][CH2:40][N:39]([CH3:42])[CH2:38][CH2:37]3)[CH2:31][CH2:30]2)[CH:26]=[CH:25][C:24]=1[NH2:43].COC1C=C(C2CCN(C[C@H](OC3N=CC4=CC=C(C5C=CC=CC=5OC)N4N=3)C(F)(F)F)CC2)C=CC=1N, predict the reaction product. The product is: [CH3:21][O:22][C:23]1[CH:28]=[C:27]([N:29]2[CH2:35][CH2:34][CH2:33][N:32]([CH:36]3[CH2:37][CH2:38][N:39]([CH3:42])[CH2:40][CH2:41]3)[CH2:31][CH2:30]2)[CH:26]=[CH:25][C:24]=1[NH:43][C:4]1[N:9]=[CH:8][C:7]2=[CH:10][CH:11]=[C:12]([C:13]3[CH:18]=[CH:17][CH:16]=[CH:15][C:14]=3[O:19][CH3:20])[N:6]2[N:5]=1. (6) The product is: [Cl:10][CH2:11][CH2:12][CH2:13][CH2:14][O:1][C:2]1[CH:3]=[N:4][CH:5]=[CH:6][CH:7]=1. Given the reactants [OH:1][C:2]1[CH:3]=[N:4][CH:5]=[CH:6][CH:7]=1.[H-].[Na+].[Cl:10][CH2:11][CH2:12][CH2:13][CH2:14]I.[Na+].[Cl-], predict the reaction product. (7) The product is: [Si:33]([O:22][CH2:21][CH2:20][CH2:19][C@H:18]([C@@H:17]1[C@:24]2([CH3:32])[C@H:14]([C@H:13]3[C@H:27]([CH2:26][CH2:25]2)[C@:28]2([CH3:31])[C:10]([CH2:9][C@@H:8]([O:7][CH:2]4[CH2:3][CH2:4][CH2:5][CH2:6][O:1]4)[CH2:30][CH2:29]2)=[CH:11][CH2:12]3)[CH2:15][CH2:16]1)[CH3:23])([C:36]([CH3:39])([CH3:38])[CH3:37])([CH3:35])[CH3:34]. Given the reactants [O:1]1[CH2:6][CH2:5][CH2:4][CH2:3][CH:2]1[O:7][C@H:8]1[CH2:30][CH2:29][C@@:28]2([CH3:31])[C:10](=[CH:11][CH2:12][C@@H:13]3[C@@H:27]2[CH2:26][CH2:25][C@@:24]2([CH3:32])[C@H:14]3[CH2:15][CH2:16][C@@H:17]2[C@H:18]([CH3:23])[CH2:19][CH2:20][CH2:21][OH:22])[CH2:9]1.[Si:33](Cl)([C:36]([CH3:39])([CH3:38])[CH3:37])([CH3:35])[CH3:34].N1C=CN=C1.C([O-])(O)=O.[Na+], predict the reaction product.